Dataset: NCI-60 drug combinations with 297,098 pairs across 59 cell lines. Task: Regression. Given two drug SMILES strings and cell line genomic features, predict the synergy score measuring deviation from expected non-interaction effect. (1) Drug 1: CCC1=CC2CC(C3=C(CN(C2)C1)C4=CC=CC=C4N3)(C5=C(C=C6C(=C5)C78CCN9C7C(C=CC9)(C(C(C8N6C)(C(=O)OC)O)OC(=O)C)CC)OC)C(=O)OC.C(C(C(=O)O)O)(C(=O)O)O. Drug 2: CCN(CC)CCCC(C)NC1=C2C=C(C=CC2=NC3=C1C=CC(=C3)Cl)OC. Cell line: EKVX. Synergy scores: CSS=34.4, Synergy_ZIP=-10.5, Synergy_Bliss=-8.43, Synergy_Loewe=-6.27, Synergy_HSA=-4.35. (2) Drug 1: CC1=C2C(C(=O)C3(C(CC4C(C3C(C(C2(C)C)(CC1OC(=O)C(C(C5=CC=CC=C5)NC(=O)OC(C)(C)C)O)O)OC(=O)C6=CC=CC=C6)(CO4)OC(=O)C)OC)C)OC. Drug 2: CC1=C(C=C(C=C1)NC(=O)C2=CC=C(C=C2)CN3CCN(CC3)C)NC4=NC=CC(=N4)C5=CN=CC=C5. Cell line: MOLT-4. Synergy scores: CSS=40.0, Synergy_ZIP=0.406, Synergy_Bliss=-1.10, Synergy_Loewe=-32.8, Synergy_HSA=-0.746.